This data is from Full USPTO retrosynthesis dataset with 1.9M reactions from patents (1976-2016). The task is: Predict the reactants needed to synthesize the given product. Given the product [Br:1][C:2]1[N:10]([CH2:11][C:12]2[CH:13]=[CH:14][C:15]([F:18])=[CH:16][CH:17]=2)[C:9]2[C:8](=[O:19])[N:7]([CH2:20][CH2:21][CH2:22][OH:23])[C:6](=[O:30])[N:5]([CH3:31])[C:4]=2[N:3]=1, predict the reactants needed to synthesize it. The reactants are: [Br:1][C:2]1[N:10]([CH2:11][C:12]2[CH:17]=[CH:16][C:15]([F:18])=[CH:14][CH:13]=2)[C:9]2[C:8](=[O:19])[N:7]([CH2:20][CH2:21][CH2:22][O:23]C3CCCCO3)[C:6](=[O:30])[N:5]([CH3:31])[C:4]=2[N:3]=1.Cl.